This data is from Catalyst prediction with 721,799 reactions and 888 catalyst types from USPTO. The task is: Predict which catalyst facilitates the given reaction. Reactant: [Cl:1][C:2]1[CH:23]=[CH:22][C:5]2[NH:6][C:7](=[N:9][C:10](=[O:21])[C:11]3[CH:16]=[CH:15][CH:14]=[C:13]([C:17]([F:20])([F:19])[F:18])[CH:12]=3)[S:8][C:4]=2[C:3]=1[F:24].C(=O)([O-])[O-].[K+].[K+].Br[CH2:32][C:33]([O:35]CC)=[O:34]. Product: [Cl:1][C:2]1[CH:23]=[CH:22][C:5]2[N:6]([CH2:32][C:33]([OH:35])=[O:34])[C:7](=[N:9][C:10](=[O:21])[C:11]3[CH:16]=[CH:15][CH:14]=[C:13]([C:17]([F:20])([F:18])[F:19])[CH:12]=3)[S:8][C:4]=2[C:3]=1[F:24]. The catalyst class is: 9.